This data is from Catalyst prediction with 721,799 reactions and 888 catalyst types from USPTO. The task is: Predict which catalyst facilitates the given reaction. (1) Reactant: [CH2:1]([N:8]1[CH2:13][CH2:12][N:11](C(OCC2C=CC=CC=2)=O)[CH2:10][C:9]1=[O:24])[C:2]1[CH:7]=[CH:6][CH:5]=[CH:4][CH:3]=1. Product: [CH2:1]([N:8]1[CH2:13][CH2:12][NH:11][CH2:10][C:9]1=[O:24])[C:2]1[CH:3]=[CH:4][CH:5]=[CH:6][CH:7]=1. The catalyst class is: 29. (2) Reactant: C([N:8]1[CH2:13][CH2:12][C:11]([NH:15][C:16]([C:18]2[C:19]3[C:33]([CH3:34])=[N:32][N:31]([CH:35]4[CH2:40][CH2:39][CH2:38][CH2:37][O:36]4)[C:20]=3[N:21]=[C:22]([C:24]3[CH:29]=[CH:28][C:27]([OH:30])=[CH:26][CH:25]=3)[CH:23]=2)=[O:17])([CH3:14])[CH2:10][CH2:9]1)C1C=CC=CC=1. Product: [CH3:14][C:11]1([NH:15][C:16]([C:18]2[C:19]3[C:33]([CH3:34])=[N:32][N:31]([CH:35]4[CH2:40][CH2:39][CH2:38][CH2:37][O:36]4)[C:20]=3[N:21]=[C:22]([C:24]3[CH:25]=[CH:26][C:27]([OH:30])=[CH:28][CH:29]=3)[CH:23]=2)=[O:17])[CH2:12][CH2:13][NH:8][CH2:9][CH2:10]1. The catalyst class is: 19. (3) Reactant: [CH3:1][C@H:2]1[NH:7][CH2:6][CH2:5][N:4]([C:8]([O:10][C:11]([CH3:14])([CH3:13])[CH3:12])=[O:9])[CH2:3]1.[CH2:15]=O. Product: [CH3:1][C@H:2]1[N:7]([CH3:15])[CH2:6][CH2:5][N:4]([C:8]([O:10][C:11]([CH3:13])([CH3:12])[CH3:14])=[O:9])[CH2:3]1. The catalyst class is: 2. (4) Product: [C:27]1([C:2]2[CH:10]=[C:9]3[C:5]([C:6]([CH:19]=[CH:20][C:21]4[CH:26]=[CH:25][CH:24]=[CH:23][CH:22]=4)=[N:7][N:8]3[CH2:11][O:12][CH2:13][CH2:14][Si:15]([CH3:18])([CH3:17])[CH3:16])=[CH:4][CH:3]=2)[CH:32]=[CH:31][CH:30]=[CH:29][CH:28]=1. Reactant: I[C:2]1[CH:10]=[C:9]2[C:5]([C:6]([CH:19]=[CH:20][C:21]3[CH:26]=[CH:25][CH:24]=[CH:23][CH:22]=3)=[N:7][N:8]2[CH2:11][O:12][CH2:13][CH2:14][Si:15]([CH3:18])([CH3:17])[CH3:16])=[CH:4][CH:3]=1.[C:27]1(B(O)O)[CH:32]=[CH:31][CH:30]=[CH:29][CH:28]=1.C([O-])([O-])=O.[Na+].[Na+]. The catalyst class is: 660. (5) Reactant: [F:1][C:2]([F:12])([F:11])[C:3]([CH3:10])([CH3:9])[C:4](=O)[CH2:5][C:6]#[N:7].Cl.[NH2:14][OH:15].[OH-].[Na+]. Product: [F:1][C:2]([F:12])([F:11])[C:3]([C:4]1[CH:5]=[C:6]([NH2:7])[O:15][N:14]=1)([CH3:10])[CH3:9]. The catalyst class is: 6.